From a dataset of NCI-60 drug combinations with 297,098 pairs across 59 cell lines. Regression. Given two drug SMILES strings and cell line genomic features, predict the synergy score measuring deviation from expected non-interaction effect. Drug 2: CC1CCCC2(C(O2)CC(NC(=O)CC(C(C(=O)C(C1O)C)(C)C)O)C(=CC3=CSC(=N3)C)C)C. Cell line: SK-MEL-5. Drug 1: COC1=NC(=NC2=C1N=CN2C3C(C(C(O3)CO)O)O)N. Synergy scores: CSS=44.5, Synergy_ZIP=2.34, Synergy_Bliss=-1.56, Synergy_Loewe=-24.3, Synergy_HSA=-0.280.